From a dataset of Forward reaction prediction with 1.9M reactions from USPTO patents (1976-2016). Predict the product of the given reaction. The product is: [Cl:36][C:22]1[C:23]([NH:25][C@@H:26]2[C@@H:31]3[CH2:32][C@@H:28]([CH:29]=[CH:30]3)[C@@H:27]2[C:33]([NH2:35])=[O:34])=[N:24][C:19]([NH:1][C:2]2[CH:3]=[CH:4][C:5]3[C:11]([CH3:12])([CH3:13])[CH2:10][CH2:9][C:8](=[O:14])[N:7]([CH2:15][CH3:16])[C:6]=3[CH:17]=2)=[N:20][CH:21]=1. Given the reactants [NH2:1][C:2]1[CH:3]=[CH:4][C:5]2[C:11]([CH3:13])([CH3:12])[CH2:10][CH2:9][C:8](=[O:14])[N:7]([CH2:15][CH3:16])[C:6]=2[CH:17]=1.Cl[C:19]1[N:24]=[C:23]([NH:25][C@@H:26]2[C@@H:31]3[CH2:32][C@@H:28]([CH:29]=[CH:30]3)[C@@H:27]2[C:33]([NH2:35])=[O:34])[C:22]([Cl:36])=[CH:21][N:20]=1, predict the reaction product.